Dataset: Forward reaction prediction with 1.9M reactions from USPTO patents (1976-2016). Task: Predict the product of the given reaction. (1) Given the reactants [Cl:1][C:2]1[CH:7]=[CH:6][C:5]([CH2:8]Cl)=[CH:4][N:3]=1.[F:10][C:11]1[C:16]([F:17])=[CH:15][CH:14]=[CH:13][C:12]=1[C:18]1[N:26]=[C:21]2[CH:22]=[N:23][NH:24][CH:25]=[C:20]2[N:19]=1, predict the reaction product. The product is: [Cl:1][C:2]1[N:3]=[CH:4][C:5]([CH2:8][N:23]2[CH:22]=[C:21]3[N:26]=[C:18]([C:12]4[CH:13]=[CH:14][CH:15]=[C:16]([F:17])[C:11]=4[F:10])[N:19]=[C:20]3[CH:25]=[N:24]2)=[CH:6][CH:7]=1. (2) Given the reactants [NH2:1][C:2]1[CH:3]=[CH:4][C:5]2[CH2:14][C@@H:13]3[C@H:8]([CH2:9][CH2:10][CH2:11][N:12]3[C:15](=[O:18])[CH2:16][CH3:17])[CH2:7][C:6]=2[CH:19]=1.NC1C=CC2C[C@@H]3[C@@H](CC=2C=1)N(C(=O)CC)CCC3.[F:39][C:40]([F:52])([F:51])[C:41]1[CH:46]=[CH:45][C:44]([S:47](Cl)(=[O:49])=[O:48])=[CH:43][CH:42]=1, predict the reaction product. The product is: [F:52][C:40]([F:39])([F:51])[C:41]1[CH:42]=[CH:43][C:44]([S:47]([NH:1][C:2]2[CH:3]=[CH:4][C:5]3[CH2:14][C@@H:13]4[C@H:8]([CH2:9][CH2:10][CH2:11][N:12]4[C:15](=[O:18])[CH2:16][CH3:17])[CH2:7][C:6]=3[CH:19]=2)(=[O:49])=[O:48])=[CH:45][CH:46]=1. (3) Given the reactants [Cl:1][C:2]1[C:10]([OH:11])=[CH:9][C:8]([C:12]2[N:13]([C:31]([O:33][C:34]([CH3:37])([CH3:36])[CH3:35])=[O:32])[C:14]3[C:19]([CH:20]=2)=[CH:18][C:17]([CH2:21][N:22]2[CH2:27][CH2:26][N:25]([CH2:28][CH2:29][OH:30])[CH2:24][CH2:23]2)=[CH:16][CH:15]=3)=[C:7]2[C:3]=1[CH2:4][NH:5][C:6]2=[O:38].C(N(CC)CC)C.[CH3:46][S:47](Cl)(=[O:49])=[O:48], predict the reaction product. The product is: [Cl:1][C:2]1[C:10]([O:11][S:47]([CH3:46])(=[O:49])=[O:48])=[CH:9][C:8]([C:12]2[N:13]([C:31]([O:33][C:34]([CH3:35])([CH3:37])[CH3:36])=[O:32])[C:14]3[C:19]([CH:20]=2)=[CH:18][C:17]([CH2:21][N:22]2[CH2:23][CH2:24][N:25]([CH2:28][CH2:29][OH:30])[CH2:26][CH2:27]2)=[CH:16][CH:15]=3)=[C:7]2[C:3]=1[CH2:4][NH:5][C:6]2=[O:38].